From a dataset of Full USPTO retrosynthesis dataset with 1.9M reactions from patents (1976-2016). Predict the reactants needed to synthesize the given product. (1) Given the product [F:1][C:2]1[CH:3]=[CH:4][C:5]([CH:6]([OH:7])[C:8]2[CH:15]=[CH:14][C:11]([C:12]#[N:13])=[CH:10][C:9]=2[CH2:16][OH:17])=[CH:18][CH:19]=1, predict the reactants needed to synthesize it. The reactants are: [F:1][C:2]1[CH:19]=[CH:18][C:5]([C:6]([C:8]2[CH:15]=[CH:14][C:11]([C:12]#[N:13])=[CH:10][C:9]=2[CH2:16][OH:17])=[O:7])=[CH:4][CH:3]=1.N#N.C(OC(B)OC(C)C)(C)C. (2) Given the product [CH2:1]([O:3][C:4](=[O:23])[C:5]1[CH:17]=[C:16]([C:18]([CH:20]2[CH2:22][CH2:21]2)=[O:19])[CH:15]=[C:7]([C:8]([N:10]([CH3:14])[CH2:11][CH2:12][CH3:13])=[O:9])[CH:6]=1)[CH3:2], predict the reactants needed to synthesize it. The reactants are: [CH2:1]([O:3][C:4](=[O:23])[C:5]1[CH:17]=[C:16]([CH:18]([CH:20]2[CH2:22][CH2:21]2)[OH:19])[CH:15]=[C:7]([C:8]([N:10]([CH3:14])[CH2:11][CH2:12][CH3:13])=[O:9])[CH:6]=1)[CH3:2].CC(OI1(OC(C)=O)(OC(C)=O)OC(=O)C2C=CC=CC1=2)=O. (3) Given the product [O:1]=[C:2]1[CH2:26][CH2:25][C@@:24]2([CH3:27])[CH:4]([C@@H:5]([O:29][C:30](=[O:37])[C:31]3[CH:36]=[CH:35][CH:34]=[CH:33][CH:32]=3)[CH2:6][C@@H:7]3[C@@H:23]2[CH2:22][CH2:21][C@@:20]2([CH3:28])[C@H:8]3[CH2:9][CH2:10][C@@H:11]2[C@H:12]([CH3:19])[CH2:13][CH2:14][C:15]([O:17][CH3:18])=[O:16])[CH2:3]1, predict the reactants needed to synthesize it. The reactants are: [O:1]=[C:2]1[CH2:26][CH2:25][C@@:24]2([CH3:27])[CH:4]([C@@H:5]([OH:29])[CH2:6][C@@H:7]3[C@@H:23]2[CH2:22][CH2:21][C@@:20]2([CH3:28])[C@H:8]3[CH2:9][CH2:10][C@@H:11]2[C@H:12]([CH3:19])[CH2:13][CH2:14][C:15]([O:17][CH3:18])=[O:16])[CH2:3]1.[C:30](Cl)(=[O:37])[C:31]1[CH:36]=[CH:35][CH:34]=[CH:33][CH:32]=1.C(OCC)(=O)C.C([O-])(O)=O.[Na+]. (4) Given the product [ClH:38].[ClH:38].[CH3:1][C:2]1[C:3]2[CH:24]=[CH:23][CH:22]=[CH:21][C:4]=2[S:5][C:6]=1[CH2:7][N:8]1[CH2:9][CH2:10][NH:11][CH2:12][CH2:13]1, predict the reactants needed to synthesize it. The reactants are: [CH3:1][C:2]1[C:3]2[CH:24]=[CH:23][CH:22]=[CH:21][C:4]=2[S:5][C:6]=1[CH2:7][N:8]1[CH2:13][CH2:12][N:11](C(OC(C)(C)C)=O)[CH2:10][CH2:9]1.C(O)(C(F)(F)F)=O.C(=O)(O)[O-].[Na+].C(Cl)[Cl:38].